Dataset: Catalyst prediction with 721,799 reactions and 888 catalyst types from USPTO. Task: Predict which catalyst facilitates the given reaction. Reactant: Cl[C:2]1[CH:7]=[C:6]([C:8]2[N:12]([CH3:13])[C:11]3[CH:14]=[CH:15][CH:16]=[CH:17][C:10]=3[N:9]=2)[C:5]([Cl:18])=[CH:4][N:3]=1.[NH:19]1[CH2:24][CH2:23][CH:22]([NH:25][S:26]([CH3:29])(=[O:28])=[O:27])[CH2:21][CH2:20]1.[F-].[Cs+]. Product: [Cl:18][C:5]1[C:6]([C:8]2[N:12]([CH3:13])[C:11]3[CH:14]=[CH:15][CH:16]=[CH:17][C:10]=3[N:9]=2)=[CH:7][C:2]([N:19]2[CH2:20][CH2:21][CH:22]([NH:25][S:26]([CH3:29])(=[O:27])=[O:28])[CH2:23][CH2:24]2)=[N:3][CH:4]=1. The catalyst class is: 16.